Dataset: Full USPTO retrosynthesis dataset with 1.9M reactions from patents (1976-2016). Task: Predict the reactants needed to synthesize the given product. (1) Given the product [NH3:9].[NH2:9][C:8]([CH3:7])([CH3:23])[CH2:13][CH2:12][C:30]([C:33]1[CH:38]=[CH:37][CH:36]=[CH:35][CH:34]=1)([C:24]1[CH:29]=[CH:28][CH:27]=[CH:26][CH:25]=1)[C:31]#[N:32], predict the reactants needed to synthesize it. The reactants are: CC(C)([O-])C.[K+].[CH3:7][C:8]1([CH3:23])[CH2:13][CH2:12]OS(=O)(=O)[N:9]1C(OC(C)(C)C)=O.[C:24]1([CH:30]([C:33]2[CH:38]=[CH:37][CH:36]=[CH:35][CH:34]=2)[C:31]#[N:32])[CH:29]=[CH:28][CH:27]=[CH:26][CH:25]=1. (2) Given the product [F:11][C:12]([F:23])([F:22])[C:13]([NH:8][C:7]1[CH:9]=[CH:10][C:4]([N+:1]([O-:3])=[O:2])=[CH:5][CH:6]=1)=[O:14], predict the reactants needed to synthesize it. The reactants are: [N+:1]([C:4]1[CH:10]=[CH:9][C:7]([NH2:8])=[CH:6][CH:5]=1)([O-:3])=[O:2].[F:11][C:12]([F:23])([F:22])[C:13](O[C:13](=[O:14])[C:12]([F:23])([F:22])[F:11])=[O:14]. (3) Given the product [OH:31][CH:30]([C:32]1[CH:37]=[CH:36][C:35]([C:38]2[N:42]=[C:41]([C:43]3[C:47]([CH2:48][CH2:49][CH3:50])=[C:46]([C:51]4[CH:52]=[CH:53][CH:54]=[CH:55][CH:56]=4)[O:45][N:44]=3)[O:40][N:39]=2)=[CH:34][CH:33]=1)[CH2:29][N:8]1[CH2:7][CH2:6][NH:5][CH:4]([C:1]([OH:3])=[O:2])[CH2:9]1, predict the reactants needed to synthesize it. The reactants are: [C:1]([CH:4]1[CH2:9][NH:8][CH2:7][CH2:6][NH:5]1)([OH:3])=[O:2].[OH-].C([N+](CCCC)(CCCC)CCCC)CCC.Br[CH2:29][CH:30]([C:32]1[CH:37]=[CH:36][C:35]([C:38]2[N:42]=[C:41]([C:43]3[C:47]([CH2:48][CH2:49][CH3:50])=[C:46]([C:51]4[CH:56]=[CH:55][CH:54]=[CH:53][CH:52]=4)[O:45][N:44]=3)[O:40][N:39]=2)=[CH:34][CH:33]=1)[OH:31].CCN(C(N1N=NN(C2C(Cl)=CC=CC=2)C1=O)=O)C1CCCCC1. (4) The reactants are: [BH-](OC(C)=O)(OC(C)=O)OC(C)=O.[Na+].[Cl:15][C:16]1[CH:23]=[C:22]([NH:24][C@H:25]2[CH2:29][CH2:28][NH:27][CH2:26]2)[CH:21]=[CH:20][C:17]=1[C:18]#[N:19].[S:30]1[CH:34]=[CH:33][CH:32]=[C:31]1[CH:35]=O.C(O)(=O)C.C([O-])(O)=O.[Na+]. Given the product [Cl:15][C:16]1[CH:23]=[C:22]([NH:24][C@H:25]2[CH2:29][CH2:28][N:27]([CH2:35][C:31]3[S:30][CH:34]=[CH:33][CH:32]=3)[CH2:26]2)[CH:21]=[CH:20][C:17]=1[C:18]#[N:19], predict the reactants needed to synthesize it. (5) Given the product [CH3:1][O:2][C:3]1[CH:4]=[C:5]([CH:6]=[CH:7][CH:8]=1)[CH2:9][CH2:10][NH:11][C:20](=[O:21])[O:22][CH2:23][CH3:24], predict the reactants needed to synthesize it. The reactants are: [CH3:1][O:2][C:3]1[CH:4]=[C:5]([CH2:9][CH2:10][NH2:11])[CH:6]=[CH:7][CH:8]=1.CCN(CC)CC.Cl[C:20]([O:22][CH2:23][CH3:24])=[O:21].O. (6) Given the product [C:2]1([NH:1][CH2:9][CH2:10][OH:11])[CH:7]=[CH:6][CH:5]=[CH:4][CH:3]=1, predict the reactants needed to synthesize it. The reactants are: [NH2:1][C:2]1[CH:7]=[CH:6][CH:5]=[CH:4][CH:3]=1.Br[CH2:9][CH2:10][OH:11].C(=O)(O)[O-].[Na+].